Dataset: Reaction yield outcomes from USPTO patents with 853,638 reactions. Task: Predict the reaction yield, written as a fraction of the theoretical maximum amount of product (1.0 means a 100% yield; for example, 0.34 means a 34% yield). The reactants are [C:1](OC(=O)C)(=[O:3])[CH3:2].Cl.[CH3:9][O:10][C:11]1[CH:12]=[CH:13][C:14]2[CH2:15][C@H:16]3[NH:27][CH2:26][CH2:25][C@@:22]4([C:23]=2[CH:24]=1)[C@H:17]3[CH2:18][CH2:19][CH2:20][CH2:21]4.C(N(CC)CC)C. The catalyst is C1COCC1. The product is [CH3:9][O:10][C:11]1[CH:12]=[CH:13][C:14]2[CH2:15][C@H:16]3[N:27]([C:1](=[O:3])[CH3:2])[CH2:26][CH2:25][C@@:22]4([C:23]=2[CH:24]=1)[C@H:17]3[CH2:18][CH2:19][CH2:20][CH2:21]4. The yield is 0.810.